From a dataset of Reaction yield outcomes from USPTO patents with 853,638 reactions. Predict the reaction yield, written as a fraction of the theoretical maximum amount of product (1.0 means a 100% yield; for example, 0.34 means a 34% yield). (1) The reactants are [CH3:1][O:2][C:3]1[CH:20]=[CH:19][C:6]([CH2:7][N:8]2[C:12]3[N:13]=[CH:14][CH:15]=[C:16]([OH:17])[C:11]=3[C:10]([CH3:18])=[N:9]2)=[CH:5][CH:4]=1.[Cl:21][C:22]1[CH:27]=[C:26]([N+:28]([O-:30])=[O:29])[CH:25]=[C:24]([Cl:31])[C:23]=1F. No catalyst specified. The product is [Cl:21][C:22]1[CH:27]=[C:26]([N+:28]([O-:30])=[O:29])[CH:25]=[C:24]([Cl:31])[C:23]=1[O:17][C:16]1[CH:15]=[CH:14][N:13]=[C:12]2[N:8]([CH2:7][C:6]3[CH:5]=[CH:4][C:3]([O:2][CH3:1])=[CH:20][CH:19]=3)[N:9]=[C:10]([CH3:18])[C:11]=12. The yield is 0.730. (2) The reactants are [Cl-].O[NH3+:3].[C:4](=[O:7])([O-])[OH:5].[Na+].CS(C)=O.[CH3:13][C:14]1[CH:19]=[C:18]([CH3:20])[N:17]=[C:16]([O:21][C:22]2[C:27](=[O:28])[N:26]([CH2:29][C:30]3[CH:35]=[CH:34][C:33]([C:36]4[C:37]([C:42]#[N:43])=[CH:38][CH:39]=[CH:40][CH:41]=4)=[CH:32][CH:31]=3)[C:25]([CH2:44][CH2:45][CH3:46])=[N:24][C:23]=2[CH2:47][CH3:48])[CH:15]=1. The catalyst is C(OCC)(=O)C. The product is [CH3:13][C:14]1[CH:19]=[C:18]([CH3:20])[N:17]=[C:16]([O:21][C:22]2[C:27](=[O:28])[N:26]([CH2:29][C:30]3[CH:35]=[CH:34][C:33]([C:36]4[CH:41]=[CH:40][CH:39]=[CH:38][C:37]=4[C:42]4[NH:3][C:4](=[O:7])[O:5][N:43]=4)=[CH:32][CH:31]=3)[C:25]([CH2:44][CH2:45][CH3:46])=[N:24][C:23]=2[CH2:47][CH3:48])[CH:15]=1. The yield is 0.600. (3) The product is [Br:10][C:6]1[C:5]([CH3:8])=[CH:4][C:3]([OH:9])=[C:2]([F:1])[CH:7]=1. The reactants are [F:1][C:2]1[CH:7]=[CH:6][C:5]([CH3:8])=[CH:4][C:3]=1[OH:9].[Br:10]Br. The yield is 0.980. The catalyst is C(O)(=O)C. (4) The product is [CH2:1]([NH:5][C:6]([N:8]1[CH2:12][C@H:11]([S:13][C:14]([C:21]2[CH:22]=[CH:23][CH:24]=[CH:25][CH:26]=2)([C:15]2[CH:20]=[CH:19][CH:18]=[CH:17][CH:16]=2)[C:27]2[CH:32]=[CH:31][CH:30]=[CH:29][CH:28]=2)[CH2:10][C@H:9]1[CH2:33][NH2:34])=[O:7])[CH2:2][CH2:3][CH3:4]. The yield is 0.820. The catalyst is C(O)C. The reactants are [CH2:1]([NH:5][C:6]([N:8]1[CH2:12][C@H:11]([S:13][C:14]([C:27]2[CH:32]=[CH:31][CH:30]=[CH:29][CH:28]=2)([C:21]2[CH:26]=[CH:25][CH:24]=[CH:23][CH:22]=2)[C:15]2[CH:20]=[CH:19][CH:18]=[CH:17][CH:16]=2)[CH2:10][C@H:9]1[CH2:33][N:34]=[N+]=[N-])=[O:7])[CH2:2][CH2:3][CH3:4].[BH4-].[Na+].[NH4+].[Cl-]. (5) The reactants are [Cl:1][C:2]1[CH:3]=[C:4]2[C:9](=[CH:10][C:11]=1[O:12][C:13]1[CH:18]=[CH:17][C:16]([C:19](=[O:34])[NH:20][CH2:21][CH2:22][C:23]3[C:24]([O:32][CH3:33])=[N:25][C:26]([CH:29]4[CH2:31][CH2:30]4)=[CH:27][CH:28]=3)=[CH:15][CH:14]=1)[O:8][CH2:7][CH2:6][CH:5]2[C:35]([O:37]CC)=[O:36].[OH-].[Na+].C(O)C. The catalyst is O1CCCC1.C(OCC)(=O)C.Cl. The product is [Cl:1][C:2]1[CH:3]=[C:4]2[C:9](=[CH:10][C:11]=1[O:12][C:13]1[CH:14]=[CH:15][C:16]([C:19](=[O:34])[NH:20][CH2:21][CH2:22][C:23]3[C:24]([O:32][CH3:33])=[N:25][C:26]([CH:29]4[CH2:31][CH2:30]4)=[CH:27][CH:28]=3)=[CH:17][CH:18]=1)[O:8][CH2:7][CH2:6][CH:5]2[C:35]([OH:37])=[O:36]. The yield is 0.555. (6) The reactants are [CH:1]1([C:4]([C:6]2[CH:11]=[CH:10][CH:9]=[C:8]([O:12][CH3:13])[C:7]=2[O:14]C2CCCCO2)=[O:5])[CH2:3][CH2:2]1.Cl.C(=O)([O-])[O-].[Na+].[Na+].O. The catalyst is CO. The product is [CH:1]1([C:4]([C:6]2[CH:11]=[CH:10][CH:9]=[C:8]([O:12][CH3:13])[C:7]=2[OH:14])=[O:5])[CH2:2][CH2:3]1. The yield is 0.984. (7) The reactants are [C:1]([O:5][C:6]([N:8]1[CH2:13][CH2:12][CH:11]([C:14]([OH:16])=O)[CH2:10][CH2:9]1)=[O:7])([CH3:4])([CH3:3])[CH3:2].C(N(CC)CC)C.CN(C(ON1N=NC2C=CC=CC1=2)=[N+](C)C)C.F[P-](F)(F)(F)(F)F.[CH3:48][N:49]1[CH2:54][CH2:53][NH:52][CH2:51][CH2:50]1. The catalyst is CN(C)C=O. The product is [C:1]([O:5][C:6]([N:8]1[CH2:9][CH2:10][CH:11]([C:14]([N:52]2[CH2:53][CH2:54][N:49]([CH3:48])[CH2:50][CH2:51]2)=[O:16])[CH2:12][CH2:13]1)=[O:7])([CH3:2])([CH3:3])[CH3:4]. The yield is 0.870. (8) The product is [Cl:8][C:4]1[CH:5]=[N:6][CH:7]=[C:2]([C:18]2[CH:17]=[CH:16][C:15]([S:12]([CH:9]([CH3:11])[CH3:10])(=[O:14])=[O:13])=[CH:20][CH:19]=2)[N:3]=1. The yield is 0.490. The reactants are Cl[C:2]1[CH:7]=[N:6][CH:5]=[C:4]([Cl:8])[N:3]=1.[CH:9]([S:12]([C:15]1[CH:20]=[CH:19][C:18](B(O)O)=[CH:17][CH:16]=1)(=[O:14])=[O:13])([CH3:11])[CH3:10].C([O-])([O-])=O.[Na+].[Na+]. The catalyst is C(O)C.C1(C)C=CC=CC=1.O.C(Cl)Cl.C1C=CC([P]([Pd]([P](C2C=CC=CC=2)(C2C=CC=CC=2)C2C=CC=CC=2)([P](C2C=CC=CC=2)(C2C=CC=CC=2)C2C=CC=CC=2)[P](C2C=CC=CC=2)(C2C=CC=CC=2)C2C=CC=CC=2)(C2C=CC=CC=2)C2C=CC=CC=2)=CC=1. (9) The reactants are [NH2:1][C:2]1[CH:3]=[C:4]([OH:8])[CH:5]=[CH:6][CH:7]=1.[F:9][C:10]([F:23])([O:14][C:15]1[CH:16]=[C:17]([CH:20]=[CH:21][CH:22]=1)[CH:18]=O)[CH:11]([F:13])[F:12].C(O[BH-](OC(=O)C)OC(=O)C)(=O)C.[Na+].C(O)(=O)C. The catalyst is ClCCCl. The product is [F:9][C:10]([F:23])([O:14][C:15]1[CH:16]=[C:17]([CH2:18][NH:1][C:2]2[CH:3]=[C:4]([OH:8])[CH:5]=[CH:6][CH:7]=2)[CH:20]=[CH:21][CH:22]=1)[CH:11]([F:12])[F:13]. The yield is 0.830.